Dataset: Catalyst prediction with 721,799 reactions and 888 catalyst types from USPTO. Task: Predict which catalyst facilitates the given reaction. Reactant: C(=O)([O-])O.[Na+].[C:6](Cl)(=[O:15])[O:7][C:8]1[CH:13]=[CH:12][C:11]([F:14])=[CH:10][CH:9]=1.S(C1C=CC(C)=CC=1)(O)(=O)=O.[CH3:28][O:29][C:30]1[CH:31]=[C:32]2[C:37](=[CH:38][CH:39]=1)[CH:36]=[C:35]([O:40][CH2:41][C:42]1([C:46]([O:48]CC)=[O:47])[CH2:45][NH:44][CH2:43]1)[CH:34]=[CH:33]2.[OH-].[Na+].Cl. Product: [F:14][C:11]1[CH:12]=[CH:13][C:8]([O:7][C:6]([N:44]2[CH2:45][C:42]([CH2:41][O:40][C:35]3[CH:34]=[CH:33][C:32]4[C:37](=[CH:38][CH:39]=[C:30]([O:29][CH3:28])[CH:31]=4)[CH:36]=3)([C:46]([OH:48])=[O:47])[CH2:43]2)=[O:15])=[CH:9][CH:10]=1. The catalyst class is: 4.